From a dataset of Catalyst prediction with 721,799 reactions and 888 catalyst types from USPTO. Predict which catalyst facilitates the given reaction. (1) Reactant: [H-].[Na+].[NH:3]1[C:11]2[C:6](=[CH:7][CH:8]=[CH:9][CH:10]=2)[C:5]([C:12]([O:14][CH3:15])=[O:13])=[CH:4]1.[CH2:16](I)[CH3:17].O. Product: [CH2:16]([N:3]1[C:11]2[C:6](=[CH:7][CH:8]=[CH:9][CH:10]=2)[C:5]([C:12]([O:14][CH3:15])=[O:13])=[CH:4]1)[CH3:17]. The catalyst class is: 3. (2) Reactant: [CH:1]1[C:10]2[C:5](=[CH:6][CH:7]=[CH:8][CH:9]=2)[CH:4]=[CH:3][C:2]=1[CH:11]=O.[CH3:13][C:14]1([CH3:22])[O:21][C:19](=[O:20])[CH2:18][C:16](=[O:17])[O:15]1.N1CCCC1C(O)=O.[CH3:31][S:32][CH2:33][C:34]1[CH:35]=[CH:36][CH:37]=[C:38]2[C:42]=1[NH:41][CH:40]=[CH:39]2. Product: [CH3:13][C:14]1([CH3:22])[O:21][C:19](=[O:20])[CH:18]([CH:11]([C:39]2[C:38]3[C:42](=[C:34]([CH2:33][S:32][CH3:31])[CH:35]=[CH:36][CH:37]=3)[NH:41][CH:40]=2)[C:2]2[CH:3]=[CH:4][C:5]3[C:10](=[CH:9][CH:8]=[CH:7][CH:6]=3)[CH:1]=2)[C:16](=[O:17])[O:15]1. The catalyst class is: 10. (3) Reactant: [CH3:1][CH:2]([CH2:6][CH2:7][CH2:8][CH3:9])[C:3]([OH:5])=[O:4].S(=O)(=O)(O)O.[CH3:15]O. Product: [CH3:1][CH:2]([CH2:6][CH2:7][CH2:8][CH3:9])[C:3]([O:5][CH3:15])=[O:4]. The catalyst class is: 6. (4) Reactant: [NH2:1][CH:2]1[CH2:7][CH2:6][CH:5]([OH:8])[C:4]([CH3:10])([CH3:9])[CH2:3]1.C(=O)([O-])[O-].[Na+].[Na+].Cl[C:18]([O:20][CH2:21][C:22]1[CH:27]=[CH:26][CH:25]=[CH:24][CH:23]=1)=[O:19].ClCCl. Product: [CH2:21]([O:20][C:18](=[O:19])[NH:1][CH:2]1[CH2:7][CH2:6][CH:5]([OH:8])[C:4]([CH3:10])([CH3:9])[CH2:3]1)[C:22]1[CH:27]=[CH:26][CH:25]=[CH:24][CH:23]=1. The catalyst class is: 36. (5) Reactant: Br[C:2]1[CH:7]=[CH:6][C:5]([O:8][CH3:9])=[C:4]([CH2:10][N:11]([CH3:13])[CH3:12])[CH:3]=1.[Li]CCCC.CN([CH:22]=[O:23])C. Product: [CH3:12][N:11]([CH2:10][C:4]1[CH:3]=[C:2]([CH:7]=[CH:6][C:5]=1[O:8][CH3:9])[CH:22]=[O:23])[CH3:13]. The catalyst class is: 1. (6) Reactant: [C:1]([O:5][C@@H:6]([C:12]1[C:22]([CH3:23])=[CH:21][C:15]2[N:16]=[C:17]([CH:19]=C)[S:18][C:14]=2[C:13]=1[O:24][S:25]([C:28]([F:31])([F:30])[F:29])(=[O:27])=[O:26])[C:7]([O:9][CH2:10][CH3:11])=[O:8])([CH3:4])([CH3:3])[CH3:2].C(Cl)Cl.[O:35]=O. Product: [C:1]([O:5][C@@H:6]([C:12]1[C:22]([CH3:23])=[CH:21][C:15]2[N:16]=[C:17]([CH:19]=[O:35])[S:18][C:14]=2[C:13]=1[O:24][S:25]([C:28]([F:29])([F:31])[F:30])(=[O:26])=[O:27])[C:7]([O:9][CH2:10][CH3:11])=[O:8])([CH3:2])([CH3:4])[CH3:3]. The catalyst class is: 5. (7) The catalyst class is: 3. Product: [C:5]1([C:11]2[NH:12][C:13]3[CH:19]=[C:18]([S:20]([Cl:3])(=[O:23])=[O:21])[CH:17]=[CH:16][C:14]=3[N:15]=2)[CH:10]=[CH:9][CH:8]=[CH:7][CH:6]=1. Reactant: S(Cl)([Cl:3])=O.[C:5]1([C:11]2[NH:12][C:13]3[CH:19]=[C:18]([S:20]([OH:23])(=O)=[O:21])[CH:17]=[CH:16][C:14]=3[N:15]=2)[CH:10]=[CH:9][CH:8]=[CH:7][CH:6]=1. (8) Reactant: [F:1][C:2]([F:47])([F:46])[C:3]1[CH:4]=[C:5]([CH:39]=[C:40]([C:42]([F:45])([F:44])[F:43])[CH:41]=1)[CH2:6][N:7]([CH2:14][C:15]1[C:16]([N:25]2[CH2:29][CH2:28][CH2:27][C@@H:26]2[C@H:30]2[CH2:35][CH2:34][C@H:33](C(O)C)[CH2:32][CH2:31]2)=[N:17][CH:18]=[C:19]([C:21]([F:24])([F:23])[F:22])[CH:20]=1)[C:8]1[N:9]=[N:10][N:11]([CH3:13])[N:12]=1.C1C=C[NH+]=[CH:52][CH:53]=1.[O-:54][Cr](Cl)(=O)=O. Product: [F:45][C:42]([F:43])([F:44])[C:40]1[CH:39]=[C:5]([CH:4]=[C:3]([C:2]([F:47])([F:1])[F:46])[CH:41]=1)[CH2:6][N:7]([CH2:14][C:15]1[C:16]([N:25]2[CH2:29][CH2:28][CH2:27][C@@H:26]2[C@H:30]2[CH2:35][CH2:34][C@H:33]([CH2:52][CH:53]=[O:54])[CH2:32][CH2:31]2)=[N:17][CH:18]=[C:19]([C:21]([F:23])([F:22])[F:24])[CH:20]=1)[C:8]1[N:9]=[N:10][N:11]([CH3:13])[N:12]=1. The catalyst class is: 2. (9) Reactant: [Cl:1][C:2]1[CH:7]=[C:6]([Cl:8])[CH:5]=[CH:4][C:3]=1[N:9]1[C@@H:13]([CH3:14])[C@H:12]([C:15]2[CH:20]=[CH:19][CH:18]=[CH:17][CH:16]=2)[C:11]([C:21]([O:23]CC)=[O:22])=[N:10]1.[OH-].[Na+]. Product: [Cl:1][C:2]1[CH:7]=[C:6]([Cl:8])[CH:5]=[CH:4][C:3]=1[N:9]1[C@@H:13]([CH3:14])[C@H:12]([C:15]2[CH:20]=[CH:19][CH:18]=[CH:17][CH:16]=2)[C:11]([C:21]([OH:23])=[O:22])=[N:10]1. The catalyst class is: 5.